The task is: Predict the product of the given reaction.. This data is from Forward reaction prediction with 1.9M reactions from USPTO patents (1976-2016). (1) Given the reactants C(=O)([O-])[O-].[K+].[K+].[Cl:7][C:8]1[N:13]=[C:12](Cl)[C:11]([Cl:15])=[CH:10][N:9]=1.[NH2:16][CH:17]([CH3:21])[CH2:18][O:19][CH3:20], predict the reaction product. The product is: [Cl:7][C:8]1[N:13]=[C:12]([NH:16][CH:17]([CH2:18][O:19][CH3:20])[CH3:21])[C:11]([Cl:15])=[CH:10][N:9]=1. (2) Given the reactants [C:1]([OH:6])(=[O:5])[C:2]([CH3:4])=[CH2:3].C(N(CC)CC)C.Cl[CH2:15][O:16][CH:17]1[CH:24]2[CH2:25][CH:20]3[CH2:21][CH:22]([CH2:26][CH:18]1[CH2:19]3)[CH2:23]2, predict the reaction product. The product is: [CH:18]12[CH2:26][CH:22]3[CH2:21][CH:20]([CH2:25][CH:24]([CH2:23]3)[CH:17]1[O:16][CH2:15][O:5][C:1](=[O:6])[C:2]([CH3:4])=[CH2:3])[CH2:19]2. (3) The product is: [F:48][C:30]1[C:29]([N:15]2[CH2:16][CH2:17][N:12]([CH3:11])[CH2:13][CH2:14]2)=[CH:38][C:37]2[NH:36][CH:35]=[C:34]3[C:39](=[O:47])[N:40]([C:42]4[CH:46]=[CH:45][S:44][CH:43]=4)[N:41]=[C:33]3[C:32]=2[CH:31]=1. Given the reactants FC1[C:11]([N:12]2[CH2:17][CH2:16][NH:15][CH2:14][CH2:13]2)=CC2NC=C3C(=O)N(C4C=CC=CC=4)N=C3C=2C=1.F[C:29]1[C:30]([F:48])=[CH:31][C:32]2[C:33]3[C:34]([C:39](=[O:47])[N:40]([C:42]4[CH:46]=[CH:45][S:44][CH:43]=4)[N:41]=3)=[CH:35][NH:36][C:37]=2[CH:38]=1.CN1CCNCC1, predict the reaction product. (4) Given the reactants [Cl:1][C:2]1[CH:3]=[C:4]2[C:8](=[CH:9][CH:10]=1)[C:7](=O)[CH2:6][CH2:5]2.[C:12]([CH2:14][C:15]([O:17][CH2:18][CH3:19])=[O:16])#[N:13].C([O-])(=O)C.[NH4+].C(O)(=O)C, predict the reaction product. The product is: [Cl:1][C:2]1[CH:3]=[C:4]2[C:8](=[CH:9][CH:10]=1)/[C:7](=[C:14](\[C:12]#[N:13])/[C:15]([O:17][CH2:18][CH3:19])=[O:16])/[CH2:6][CH2:5]2. (5) Given the reactants [O:1]1[C:5]2=[CH:6][CH:7]=[CH:8][C:9]([C:10]#[N:11])=[C:4]2[CH:3]=[CH:2]1.[H-].[Al+3].[Li+].[H-].[H-].[H-], predict the reaction product. The product is: [NH2:11][CH2:10][C:9]1[C:4]2[CH:3]=[CH:2][O:1][C:5]=2[CH:6]=[CH:7][CH:8]=1.